The task is: Predict the product of the given reaction.. This data is from Forward reaction prediction with 1.9M reactions from USPTO patents (1976-2016). Given the reactants Cl[C:2]1[N:7]=[C:6]([NH:8][C:9]2[CH:14]=[CH:13][C:12]([N:15]3[CH2:20][CH2:19][O:18][CH2:17][CH2:16]3)=[CH:11][CH:10]=2)[C:5]([Cl:21])=[CH:4][N:3]=1.[CH2:22]([N:24]1[CH2:30][CH2:29][C:28]2[CH:31]=[C:32]([NH2:35])[CH:33]=[CH:34][C:27]=2[CH2:26][CH2:25]1)[CH3:23].Cl.C(=O)([O-])[O-], predict the reaction product. The product is: [Cl:21][C:5]1[C:6]([NH:8][C:9]2[CH:14]=[CH:13][C:12]([N:15]3[CH2:20][CH2:19][O:18][CH2:17][CH2:16]3)=[CH:11][CH:10]=2)=[N:7][C:2]([NH:35][C:32]2[CH:33]=[CH:34][C:27]3[CH2:26][CH2:25][N:24]([CH2:22][CH3:23])[CH2:30][CH2:29][C:28]=3[CH:31]=2)=[N:3][CH:4]=1.